Dataset: Retrosynthesis with 50K atom-mapped reactions and 10 reaction types from USPTO. Task: Predict the reactants needed to synthesize the given product. (1) Given the product OC1CCC(Oc2ccc(Br)cc2)CC1, predict the reactants needed to synthesize it. The reactants are: O=C1CCC(Oc2ccc(Br)cc2)CC1. (2) Given the product CC(C)C1=C(C(=O)N2C[C@H](F)C[C@H]2C(=O)N2CCN(C)C3(CC3)C2)SC2=N[C@@](C)(c3ccc(Cl)nc3)[C@@H](c3ccc(Cl)c(F)c3)N21, predict the reactants needed to synthesize it. The reactants are: C=O.CC(C)C1=C(C(=O)N2C[C@H](F)C[C@H]2C(=O)N2CCNC3(CC3)C2)SC2=N[C@@](C)(c3ccc(Cl)nc3)[C@@H](c3ccc(Cl)c(F)c3)N21. (3) Given the product COc1cc(-c2ncnc(C(F)(F)F)c2Cl)c(F)cc1Cl, predict the reactants needed to synthesize it. The reactants are: COc1cc(B(O)O)c(F)cc1Cl.FC(F)(F)c1ncnc(Cl)c1Cl. (4) Given the product NC(=O)c1ccc(F)c2c1OCC(N)C2, predict the reactants needed to synthesize it. The reactants are: NC(=O)c1ccc(F)c2c1OCC([N+](=O)[O-])C2.